Regression/Classification. Given a drug SMILES string, predict its absorption, distribution, metabolism, or excretion properties. Task type varies by dataset: regression for continuous measurements (e.g., permeability, clearance, half-life) or binary classification for categorical outcomes (e.g., BBB penetration, CYP inhibition). For this dataset (solubility_aqsoldb), we predict Y. From a dataset of Aqueous solubility values for 9,982 compounds from the AqSolDB database. (1) The drug is O=C(c1ccccc1)c1cccc(N=C=S)c1. The Y is -5.40 log mol/L. (2) The molecule is CCCCC1(CC)C(=O)NC(=O)NC1=O. The Y is -1.67 log mol/L. (3) The molecule is Clc1ccc(Oc2cccc(Cl)c2Cl)c(Cl)c1. The Y is -6.65 log mol/L. (4) The Y is -1.49 log mol/L. The drug is NP(N)(=O)Oc1ccccc1.